This data is from Forward reaction prediction with 1.9M reactions from USPTO patents (1976-2016). The task is: Predict the product of the given reaction. (1) Given the reactants [CH2:1]=O.[F:3][C:4]1[CH:5]=[N:6][C:7]([O:19][C:20]2[CH:25]=[CH:24][CH:23]=[C:22]([S:26][CH3:27])[CH:21]=2)=[C:8]([CH:18]=1)[C:9]([NH:11][CH:12]1[CH2:17][CH2:16][NH:15][CH2:14][CH2:13]1)=[O:10].[Na], predict the reaction product. The product is: [NH3:6].[F:3][C:4]1[CH:5]=[N:6][C:7]([O:19][C:20]2[CH:25]=[CH:24][CH:23]=[C:22]([S:26][CH3:27])[CH:21]=2)=[C:8]([CH:18]=1)[C:9]([NH:11][CH:12]1[CH2:13][CH2:14][N:15]([CH3:1])[CH2:16][CH2:17]1)=[O:10]. (2) Given the reactants [Cl:1][C:2]1[CH:10]=[C:9]2[C:5]([C:6]([C:11]([N:13]3[CH2:18][CH2:17][N:16]([C:19]4[CH:24]=[CH:23][CH:22]=[CH:21][C:20]=4[F:25])[CH2:15][CH2:14]3)=[O:12])=[CH:7][NH:8]2)=[CH:4][CH:3]=1.Cl[CH2:27][C:28]([N:30]1[CH2:35][CH2:34][N:33]([CH3:36])[CH2:32][CH2:31]1)=[O:29], predict the reaction product. The product is: [Cl:1][C:2]1[CH:10]=[C:9]2[C:5]([C:6]([C:11]([N:13]3[CH2:18][CH2:17][N:16]([C:19]4[CH:24]=[CH:23][CH:22]=[CH:21][C:20]=4[F:25])[CH2:15][CH2:14]3)=[O:12])=[CH:7][N:8]2[CH2:27][C:28]([N:30]2[CH2:35][CH2:34][N:33]([CH3:36])[CH2:32][CH2:31]2)=[O:29])=[CH:4][CH:3]=1. (3) Given the reactants Cl[C:2]1[N:7]=[C:6]([C:8]2[N:12]3[CH:13]=[CH:14][CH:15]=[CH:16][C:11]3=[N:10][C:9]=2[C:17]2[CH:18]=[CH:19][C:20]([O:34][CH2:35][CH3:36])=[C:21]([CH:33]=2)[C:22]([NH:24][C:25]2[C:30]([F:31])=[CH:29][CH:28]=[CH:27][C:26]=2[F:32])=[O:23])[CH:5]=[CH:4][N:3]=1.[CH3:37][O:38][C:39]1[CH:44]=[C:43]([CH:45]2[CH2:50][CH2:49][N:48]([CH2:51][CH:52]([CH3:54])[CH3:53])[CH2:47][CH2:46]2)[CH:42]=[CH:41][C:40]=1[NH2:55].C1(C)C=CC(S(O)(=O)=O)=CC=1.C[O-].[Na+], predict the reaction product. The product is: [F:32][C:26]1[CH:27]=[CH:28][CH:29]=[C:30]([F:31])[C:25]=1[NH:24][C:22](=[O:23])[C:21]1[CH:33]=[C:17]([C:9]2[N:10]=[C:11]3[CH:16]=[CH:15][CH:14]=[CH:13][N:12]3[C:8]=2[C:6]2[CH:5]=[CH:4][N:3]=[C:2]([NH:55][C:40]3[CH:41]=[CH:42][C:43]([CH:45]4[CH2:46][CH2:47][N:48]([CH2:51][CH:52]([CH3:54])[CH3:53])[CH2:49][CH2:50]4)=[CH:44][C:39]=3[O:38][CH3:37])[N:7]=2)[CH:18]=[CH:19][C:20]=1[O:34][CH2:35][CH3:36].